This data is from Peptide-MHC class I binding affinity with 185,985 pairs from IEDB/IMGT. The task is: Regression. Given a peptide amino acid sequence and an MHC pseudo amino acid sequence, predict their binding affinity value. This is MHC class I binding data. (1) The peptide sequence is QVQMLINTY. The MHC is HLA-A69:01 with pseudo-sequence HLA-A69:01. The binding affinity (normalized) is 0.0847. (2) The binding affinity (normalized) is 0.332. The MHC is HLA-A03:01 with pseudo-sequence HLA-A03:01. The peptide sequence is VFMDNAFKK. (3) The peptide sequence is APKQVAGTGV. The MHC is HLA-B54:01 with pseudo-sequence HLA-B54:01. The binding affinity (normalized) is 0.484. (4) The peptide sequence is RPIFEWIEA. The MHC is HLA-A30:02 with pseudo-sequence HLA-A30:02. The binding affinity (normalized) is 0. (5) The binding affinity (normalized) is 0.316. The MHC is Patr-A0901 with pseudo-sequence Patr-A0901. The peptide sequence is VWKDLLEDSV. (6) The peptide sequence is LKALGPAAT. The MHC is HLA-A02:01 with pseudo-sequence HLA-A02:01. The binding affinity (normalized) is 0.105. (7) The peptide sequence is VTSLDVINY. The binding affinity (normalized) is 0. The MHC is HLA-B51:01 with pseudo-sequence HLA-B51:01.